From a dataset of Forward reaction prediction with 1.9M reactions from USPTO patents (1976-2016). Predict the product of the given reaction. Given the reactants [Br:1][C:2]1[C:3]2[C:8]([C:9](Br)=[C:10]3[C:15]=1[CH:14]=[CH:13][CH:12]=[CH:11]3)=[CH:7][CH:6]=[CH:5][CH:4]=2.C([Li])(C)(C)C.Cl[Si:23]([CH3:26])([CH3:25])[CH3:24], predict the reaction product. The product is: [Br:1][C:2]1[C:3]2[C:8]([C:9]([Si:23]([CH3:26])([CH3:25])[CH3:24])=[C:10]3[C:15]=1[CH:14]=[CH:13][CH:12]=[CH:11]3)=[CH:7][CH:6]=[CH:5][CH:4]=2.